This data is from Reaction yield outcomes from USPTO patents with 853,638 reactions. The task is: Predict the reaction yield, written as a fraction of the theoretical maximum amount of product (1.0 means a 100% yield; for example, 0.34 means a 34% yield). The reactants are [C:1]([C:3]1([OH:10])[CH2:8][CH2:7][CH2:6][CH2:5][CH:4]1[CH3:9])#[CH:2].[CH3:11][CH2:12][NH:13][C:14]([C@H:16]1[O:20][C@@H:19]([N:21]2[C:25]3[N:26]=[C:27](I)[N:28]=[C:29]([NH2:30])[C:24]=3[N:23]=[CH:22]2)[CH:18]([OH:32])[C@H:17]1[OH:33])=[O:15]. No catalyst specified. The product is [CH2:12]([NH:13][C:14]([CH:16]1[CH:17]([OH:33])[CH:18]([OH:32])[CH:19]([N:21]2[CH:22]=[N:23][C:24]3[C:25]2=[N:26][C:27]([C:2]#[C:1][C:3]2([OH:10])[CH2:8][CH2:7][CH2:6][CH2:5][CH:4]2[CH3:9])=[N:28][C:29]=3[NH2:30])[O:20]1)=[O:15])[CH3:11]. The yield is 0.650.